From a dataset of Forward reaction prediction with 1.9M reactions from USPTO patents (1976-2016). Predict the product of the given reaction. (1) Given the reactants [CH:1]([OH:4])([CH3:3])[CH3:2].[N+:5]([C:8]1[CH:13]=[C:12]([N+:14]([O-:16])=[O:15])[CH:11]=[CH:10][C:9]=1[CH2:17][C:18](Cl)=[O:19])([O-:7])=[O:6], predict the reaction product. The product is: [N+:5]([C:8]1[CH:13]=[C:12]([N+:14]([O-:16])=[O:15])[CH:11]=[CH:10][C:9]=1[CH2:17][C:18]([O:4][CH:1]([CH3:3])[CH3:2])=[O:19])([O-:7])=[O:6]. (2) Given the reactants [N:1]1([C:7]2[N:11]3[CH:12]=[CH:13][CH:14]=[CH:15][C:10]3=[C:9]([C:16]([OH:18])=O)[N:8]=2)[CH2:6][CH2:5][O:4][CH2:3][CH2:2]1.[NH2:19][C:20]1([CH2:26][OH:27])[CH2:25][CH2:24][CH2:23][CH2:22][CH2:21]1.C1C=NC2N(O)N=NC=2C=1.C(Cl)CCl.CCN(C(C)C)C(C)C, predict the reaction product. The product is: [OH:27][CH2:26][C:20]1([NH:19][C:16]([C:9]2[N:8]=[C:7]([N:1]3[CH2:2][CH2:3][O:4][CH2:5][CH2:6]3)[N:11]3[CH:12]=[CH:13][CH:14]=[CH:15][C:10]=23)=[O:18])[CH2:25][CH2:24][CH2:23][CH2:22][CH2:21]1. (3) Given the reactants ClC1C=CC2N3C=CC=C3[C@@H](CCN3C=C(C(O)=O)N=N3)O[C@H](C3C=CC=C(OC)C=3OC)C=2C=1.[Cl:36][C:37]1[CH:38]=[CH:39][C:40]2[N:46]3[CH:47]=[CH:48][CH:49]=[C:45]3[C@@H:44]([CH2:50][CH2:51][N:52]3[CH:56]=[C:55]([CH2:57][O:58][CH2:59][C:60]([O:62]CC)=[O:61])[N:54]=[N:53]3)[O:43][C@H:42]([C:65]3[CH:70]=[CH:69][CH:68]=[C:67]([O:71][CH3:72])[C:66]=3[O:73][CH3:74])[C:41]=2[CH:75]=1.C(=O)([O-])[O-].[K+].[K+], predict the reaction product. The product is: [Cl:36][C:37]1[CH:38]=[CH:39][C:40]2[N:46]3[CH:47]=[CH:48][CH:49]=[C:45]3[C@@H:44]([CH2:50][CH2:51][N:52]3[CH:56]=[C:55]([CH2:57][O:58][CH2:59][C:60]([OH:62])=[O:61])[N:54]=[N:53]3)[O:43][C@H:42]([C:65]3[CH:70]=[CH:69][CH:68]=[C:67]([O:71][CH3:72])[C:66]=3[O:73][CH3:74])[C:41]=2[CH:75]=1. (4) Given the reactants [CH3:1][N:2]([CH3:10])[C:3]1[CH:4]=[C:5]([OH:9])[CH:6]=[CH:7][CH:8]=1.[CH:11]1[C:16]([CH:17]=O)=[CH:15][C:14]2[O:19][CH2:20][O:21][C:13]=2[CH:12]=1.[C:22](#[N:26])[CH2:23][C:24]#[N:25].N1CCCCC1, predict the reaction product. The product is: [NH2:26][C:22]1[O:9][C:5]2[C:6]([CH:17]([C:16]3[CH:11]=[CH:12][C:13]4[O:21][CH2:20][O:19][C:14]=4[CH:15]=3)[C:23]=1[C:24]#[N:25])=[CH:7][CH:8]=[C:3]([N:2]([CH3:10])[CH3:1])[CH:4]=2.